This data is from Full USPTO retrosynthesis dataset with 1.9M reactions from patents (1976-2016). The task is: Predict the reactants needed to synthesize the given product. (1) Given the product [Cl:10][C:11]1[CH:12]=[C:13]([NH:14][C:3]2[NH:8][C:7](=[O:9])[CH:6]=[CH:5][N:4]=2)[CH:15]=[CH:16][CH:17]=1, predict the reactants needed to synthesize it. The reactants are: CS[C:3]1[NH:8][C:7](=[O:9])[CH:6]=[CH:5][N:4]=1.[Cl:10][C:11]1[CH:12]=[C:13]([CH:15]=[CH:16][CH:17]=1)[NH2:14]. (2) Given the product [Cl:1][C:2]1[CH:25]=[CH:24][CH:23]=[CH:22][C:3]=1[CH2:4][O:5][C:6](=[O:21])[NH:7][C:8]1[CH:9]=[N:10][N:11]([CH2:13][C:14]2[O:15][C:16]([C:19](=[O:20])[CH3:26])=[CH:17][CH:18]=2)[CH:12]=1, predict the reactants needed to synthesize it. The reactants are: [Cl:1][C:2]1[CH:25]=[CH:24][CH:23]=[CH:22][C:3]=1[CH2:4][O:5][C:6](=[O:21])[NH:7][C:8]1[CH:9]=[N:10][N:11]([CH2:13][C:14]2[O:15][C:16]([CH:19]=[O:20])=[CH:17][CH:18]=2)[CH:12]=1.[CH3:26][Mg]Br.